Dataset: NCI-60 drug combinations with 297,098 pairs across 59 cell lines. Task: Regression. Given two drug SMILES strings and cell line genomic features, predict the synergy score measuring deviation from expected non-interaction effect. Synergy scores: CSS=8.44, Synergy_ZIP=-0.701, Synergy_Bliss=4.66, Synergy_Loewe=-1.88, Synergy_HSA=-2.63. Cell line: LOX IMVI. Drug 1: C1CN1P(=S)(N2CC2)N3CC3. Drug 2: CC1=C(C(=CC=C1)Cl)NC(=O)C2=CN=C(S2)NC3=CC(=NC(=N3)C)N4CCN(CC4)CCO.